From a dataset of Full USPTO retrosynthesis dataset with 1.9M reactions from patents (1976-2016). Predict the reactants needed to synthesize the given product. Given the product [OH:10][CH:9]1[C:8]2[C:7](=[CH:14][CH:13]=[CH:12][CH:11]=2)[C:6](=[O:15])[N:5]1[CH2:4][CH:1]1[CH2:2][CH2:3]1, predict the reactants needed to synthesize it. The reactants are: [CH:1]1([CH2:4][N:5]2[C:9](=[O:10])[C:8]3=[CH:11][CH:12]=[CH:13][CH:14]=[C:7]3[C:6]2=[O:15])[CH2:3][CH2:2]1.